Dataset: Full USPTO retrosynthesis dataset with 1.9M reactions from patents (1976-2016). Task: Predict the reactants needed to synthesize the given product. (1) Given the product [Br:14][CH2:11][C:3]1[C:2]([Cl:1])=[C:7]([O:8][CH3:9])[CH:6]=[CH:5][C:4]=1[Cl:10], predict the reactants needed to synthesize it. The reactants are: [Cl:1][C:2]1[C:7]([O:8][CH3:9])=[CH:6][CH:5]=[C:4]([Cl:10])[C:3]=1[CH2:11]O.P(Br)(Br)[Br:14]. (2) Given the product [F:1][C:2]1[CH:9]=[C:8]([O:10][CH3:11])[C:7]([O:12][CH3:13])=[CH:6][C:3]=1[C:4]([OH:16])=[O:5], predict the reactants needed to synthesize it. The reactants are: [F:1][C:2]1[CH:9]=[C:8]([O:10][CH3:11])[C:7]([O:12][CH3:13])=[CH:6][C:3]=1[CH:4]=[O:5].CC(C)=[O:16].OS(O)(=O)=O.O=[Cr](=O)=O. (3) The reactants are: [CH2:1]([O:8][C:9](=[O:26])[C@H:10]([NH:14][S:15]([C:18]1[CH:23]=[CH:22][C:21]([O:24][CH3:25])=[CH:20][CH:19]=1)(=[O:17])=[O:16])[CH:11]([CH3:13])[CH3:12])[C:2]1[CH:7]=[CH:6][CH:5]=[CH:4][CH:3]=1.C([CH2:30][C:31]1[CH:38]=[CH:37][C:34]([CH2:35]Br)=[CH:33][CH:32]=1)(O)=O.[C:39](=O)([O-])[O-:40].[K+].[K+].CN(C)C=[O:48]. Given the product [CH2:1]([O:8][C:9](=[O:26])[C@H:10]([N:14]([CH2:35][C:34]1[CH:33]=[CH:32][C:31]([C:30]([O:40][CH3:39])=[O:48])=[CH:38][CH:37]=1)[S:15]([C:18]1[CH:19]=[CH:20][C:21]([O:24][CH3:25])=[CH:22][CH:23]=1)(=[O:17])=[O:16])[CH:11]([CH3:13])[CH3:12])[C:2]1[CH:3]=[CH:4][CH:5]=[CH:6][CH:7]=1, predict the reactants needed to synthesize it. (4) Given the product [NH2:2][CH2:1][CH2:3][CH2:4][NH:5][CH:6]([CH2:10][C:11]([F:12])([F:13])[F:14])[C:7]([OH:9])=[O:8], predict the reactants needed to synthesize it. The reactants are: [C:1]([CH2:3][CH2:4][NH:5][CH:6]([CH2:10][C:11]([F:14])([F:13])[F:12])[C:7]([OH:9])=[O:8])#[N:2].C[O-].[Na+].[H][H]. (5) Given the product [NH2:15][C:14]1[S:9][C:8](=[S:10])[C:3]2[CH2:2][O:1][CH2:6][CH2:5][C:4]=2[C:11]=1[C:12]#[N:13], predict the reactants needed to synthesize it. The reactants are: [O:1]1[CH2:6][CH2:5][C:4](=O)[CH2:3][CH2:2]1.[C:8](=[S:10])=[S:9].[CH2:11]([C:14]#[N:15])[C:12]#[N:13].C(N(CC)CC)C. (6) Given the product [Br:21][C:5]1[C:6](=[O:8])[O:7]/[C:3](=[CH:2]\[C:11]2[CH:16]=[CH:15][CH:14]=[CH:13][C:12]=2[C:17]([F:20])([F:19])[F:18])/[C:4]=1[O:9][CH3:10], predict the reactants needed to synthesize it. The reactants are: O[CH:2]([C:11]1[CH:16]=[CH:15][CH:14]=[CH:13][C:12]=1[C:17]([F:20])([F:19])[F:18])[CH:3]1[O:7][C:6](=[O:8])[CH:5]=[C:4]1[O:9][CH3:10].[Br:21]Br. (7) Given the product [CH3:1][O:2][C:3]([C:5]1[C:10]([O:11][CH2:12][C:13]2[CH:18]=[CH:17][CH:16]=[CH:15][CH:14]=2)=[C:9]([N:21]=[N+:22]=[N-:23])[CH:8]=[C:7]([Br:20])[N:6]=1)=[O:4], predict the reactants needed to synthesize it. The reactants are: [CH3:1][O:2][C:3]([C:5]1[C:10]([O:11][CH2:12][C:13]2[CH:18]=[CH:17][CH:16]=[CH:15][CH:14]=2)=[C:9](Br)[CH:8]=[C:7]([Br:20])[N:6]=1)=[O:4].[N-:21]=[N+:22]=[N-:23].[Li+]. (8) Given the product [F:1][C:2]1[CH:3]=[CH:4][C:5]([C:8]2[S:12][C:11]([C:24]([C:21]3[CH:22]=[CH:23][N:18]=[CH:19][CH:20]=3)([OH:26])[CH3:25])=[N:10][CH:9]=2)=[CH:6][CH:7]=1, predict the reactants needed to synthesize it. The reactants are: [F:1][C:2]1[CH:7]=[CH:6][C:5]([C:8]2[S:12][CH:11]=[N:10][CH:9]=2)=[CH:4][CH:3]=1.[Li]CCCC.[N:18]1[CH:23]=[CH:22][C:21]([C:24](=[O:26])[CH3:25])=[CH:20][CH:19]=1.